From a dataset of NCI-60 drug combinations with 297,098 pairs across 59 cell lines. Regression. Given two drug SMILES strings and cell line genomic features, predict the synergy score measuring deviation from expected non-interaction effect. Drug 1: C1CC(C1)(C(=O)O)C(=O)O.[NH2-].[NH2-].[Pt+2]. Drug 2: C1CN1C2=NC(=NC(=N2)N3CC3)N4CC4. Cell line: SR. Synergy scores: CSS=66.0, Synergy_ZIP=-1.03, Synergy_Bliss=-1.14, Synergy_Loewe=-2.55, Synergy_HSA=0.994.